Dataset: Forward reaction prediction with 1.9M reactions from USPTO patents (1976-2016). Task: Predict the product of the given reaction. (1) Given the reactants [NH2:1][CH2:2][C:3](N)([CH3:5])[CH3:4].O[C:8]1([C:13]#[N:14])[CH2:12][CH2:11][CH2:10][CH2:9]1.[OH2:15], predict the reaction product. The product is: [CH3:4][C:3]1([CH3:5])[NH:14][C:13](=[O:15])[C:8]2([CH2:12][CH2:11][CH2:10][CH2:9]2)[NH:1][CH2:2]1. (2) Given the reactants [F:1][C:2]1([F:7])[CH2:4][CH:3]1[CH2:5]O.C1(P(C2C=CC=CC=2)C2C=CC=CC=2)C=CC=CC=1.[C:27]1(=[O:37])[NH:31][C:30](=[O:32])[C:29]2=[CH:33][CH:34]=[CH:35][CH:36]=[C:28]12.CCOC(/N=N/C(OCC)=O)=O, predict the reaction product. The product is: [F:1][C:2]1([F:7])[CH2:4][CH:3]1[CH2:5][N:31]1[C:27](=[O:37])[C:28]2[C:29](=[CH:33][CH:34]=[CH:35][CH:36]=2)[C:30]1=[O:32].